From a dataset of Forward reaction prediction with 1.9M reactions from USPTO patents (1976-2016). Predict the product of the given reaction. (1) Given the reactants [CH3:1][N:2]([CH2:4][C:5]1[C:13]2[O:12][N:11]=[C:10]([CH2:14][CH2:15][CH:16]3[CH2:21][CH2:20][NH:19][CH2:18][CH2:17]3)[C:9]=2[CH:8]=[CH:7][C:6]=1[O:22][C:23]1[CH:30]=[CH:29][C:26]([C:27]#[N:28])=[CH:25][CH:24]=1)[CH3:3].[I-].[Na+].Br[CH2:34][CH:35]1[O:39][CH2:38][CH2:37][O:36]1.C(N(CC)C(C)C)(C)C, predict the reaction product. The product is: [CH3:1][N:2]([CH2:4][C:5]1[C:13]2[O:12][N:11]=[C:10]([CH2:14][CH2:15][CH:16]3[CH2:21][CH2:20][N:19]([CH2:34][CH:35]4[O:39][CH2:38][CH2:37][O:36]4)[CH2:18][CH2:17]3)[C:9]=2[CH:8]=[CH:7][C:6]=1[O:22][C:23]1[CH:24]=[CH:25][C:26]([C:27]#[N:28])=[CH:29][CH:30]=1)[CH3:3]. (2) Given the reactants [CH2:1]([O:3][C:4]([C:6]1[N:14]([CH3:15])[C:13]2[CH:12]=[CH:11][N:10]=[CH:9][C:8]=2[C:7]=1[OH:16])=[O:5])[CH3:2].CCN(C(C)C)C(C)C.[F:26][C:27]([F:42])([C:38]([F:41])([F:40])[F:39])[C:28]([F:37])([F:36])[C:29]([F:35])([F:34])[S:30](F)(=[O:32])=[O:31], predict the reaction product. The product is: [CH2:1]([O:3][C:4]([C:6]1[N:14]([CH3:15])[C:13]2[CH:12]=[CH:11][N:10]=[CH:9][C:8]=2[C:7]=1[O:16][S:30]([C:29]([F:34])([F:35])[C:28]([F:36])([F:37])[C:27]([F:26])([F:42])[C:38]([F:41])([F:40])[F:39])(=[O:32])=[O:31])=[O:5])[CH3:2]. (3) Given the reactants C([O:8][C:9]1[CH:10]=[C:11]([N:17]2[CH2:21][CH2:20][N:19]([C:22]3[CH:27]=[CH:26][CH:25]=[CH:24][C:23]=3Cl)[C:18]2=[O:29])[CH:12]=[CH:13][C:14]=1[O:15][CH3:16])C1C=CC=CC=1.C([O-])=O.[NH4+], predict the reaction product. The product is: [OH:8][C:9]1[CH:10]=[C:11]([N:17]2[CH2:21][CH2:20][N:19]([C:22]3[CH:27]=[CH:26][CH:25]=[CH:24][CH:23]=3)[C:18]2=[O:29])[CH:12]=[CH:13][C:14]=1[O:15][CH3:16]. (4) Given the reactants [Cl:1][C:2]1[CH:7]=[C:6]([O:8]C)[N:5]=[C:4]([CH2:10][C:11]([N:13]2[C:21]3[C:16](=[C:17]([F:22])[CH:18]=[CH:19][CH:20]=3)[CH2:15][CH2:14]2)=[O:12])[N:3]=1.[I-].[K+].C(#N)C.C[Si](C)(C)Cl, predict the reaction product. The product is: [Cl:1][C:2]1[N:3]=[C:4]([CH2:10][C:11]([N:13]2[C:21]3[C:16](=[C:17]([F:22])[CH:18]=[CH:19][CH:20]=3)[CH2:15][CH2:14]2)=[O:12])[NH:5][C:6](=[O:8])[CH:7]=1. (5) Given the reactants [F:1][C:2]([F:27])([F:26])[O:3][C:4]1[CH:9]=[CH:8][C:7]([N:10]2[C:14]3[CH:15]=[CH:16][C:17]4[CH:22]=[C:21]([C:23](O)=[O:24])[CH:20]=[CH:19][C:18]=4[C:13]=3[N:12]=[CH:11]2)=[CH:6][CH:5]=1.C1(P([N:42]=[N+:43]=[N-:44])(C2C=CC=CC=2)=O)C=CC=CC=1.C(N(CC)CC)C, predict the reaction product. The product is: [F:27][C:2]([F:26])([F:1])[O:3][C:4]1[CH:9]=[CH:8][C:7]([N:10]2[C:14]3[CH:15]=[CH:16][C:17]4[CH:22]=[C:21]([C:23]([N:42]=[N+:43]=[N-:44])=[O:24])[CH:20]=[CH:19][C:18]=4[C:13]=3[N:12]=[CH:11]2)=[CH:6][CH:5]=1. (6) Given the reactants [OH:1][CH2:2][C@@H:3]([NH:11][C:12](=[O:18])[O:13][C:14]([CH3:17])([CH3:16])[CH3:15])[CH2:4][C:5]([CH3:10])([CH3:9])[CH2:6][O:7][CH3:8].CCN(CC)CC.[CH3:26][S:27](Cl)(=[O:29])=[O:28], predict the reaction product. The product is: [CH3:26][S:27]([O:1][CH2:2][C@@H:3]([NH:11][C:12]([O:13][C:14]([CH3:17])([CH3:16])[CH3:15])=[O:18])[CH2:4][C:5]([CH3:10])([CH3:9])[CH2:6][O:7][CH3:8])(=[O:29])=[O:28]. (7) Given the reactants [C:1]([OH:24])(=[O:23])[CH2:2][CH2:3][CH2:4][CH2:5][CH2:6][CH2:7][CH2:8][CH2:9][CH2:10][CH2:11][CH2:12][CH2:13][CH2:14][CH2:15][CH2:16][CH2:17][CH2:18][CH2:19][CH2:20][CH2:21][CH3:22].[CH3:25]O, predict the reaction product. The product is: [C:1]([O:24][CH3:25])(=[O:23])[CH2:2][CH2:3][CH2:4][CH2:5][CH2:6][CH2:7][CH2:8][CH2:9][CH2:10][CH2:11][CH2:12][CH2:13][CH2:14][CH2:15][CH2:16][CH2:17][CH2:18][CH2:19][CH2:20][CH2:21][CH3:22]. (8) Given the reactants [Cl:1][C:2]1[N:7]=[CH:6][C:5]([C:8]([O:10]CC)=[CH2:9])=[CH:4][N:3]=1.Cl, predict the reaction product. The product is: [Cl:1][C:2]1[N:7]=[CH:6][C:5]([C:8](=[O:10])[CH3:9])=[CH:4][N:3]=1. (9) Given the reactants [C:1]1([C:7]2[N:11]=[C:10]([C@@H:12]3[CH2:16][CH2:15][CH2:14][N:13]3C(OC(C)(C)C)=O)[O:9][N:8]=2)[CH:6]=[CH:5][CH:4]=[CH:3][CH:2]=1, predict the reaction product. The product is: [C:1]1([C:7]2[N:11]=[C:10]([C@@H:12]3[CH2:16][CH2:15][CH2:14][NH:13]3)[O:9][N:8]=2)[CH:2]=[CH:3][CH:4]=[CH:5][CH:6]=1.